This data is from Catalyst prediction with 721,799 reactions and 888 catalyst types from USPTO. The task is: Predict which catalyst facilitates the given reaction. Reactant: [C:1]([C:4]1[CH:9]=[CH:8][C:7]([C:10]2[C:19]3[C:14](=[C:15]([C:20]4[CH:21]=[C:22]([CH2:26][CH2:27][NH:28]C(=O)OC(C)(C)C)[CH:23]=[N:24][CH:25]=4)[CH:16]=[CH:17][CH:18]=3)[CH:13]=[CH:12][N:11]=2)=[CH:6][C:5]=1[NH:36][CH:37]1[CH2:42][CH2:41][CH:40]([OH:43])[CH2:39][CH2:38]1)(=[O:3])[NH2:2]. Product: [NH2:28][CH2:27][CH2:26][C:22]1[CH:21]=[C:20]([C:15]2[CH:16]=[CH:17][CH:18]=[C:19]3[C:14]=2[CH:13]=[CH:12][N:11]=[C:10]3[C:7]2[CH:8]=[CH:9][C:4]([C:1]([NH2:2])=[O:3])=[C:5]([NH:36][CH:37]3[CH2:38][CH2:39][CH:40]([OH:43])[CH2:41][CH2:42]3)[CH:6]=2)[CH:25]=[N:24][CH:23]=1. The catalyst class is: 67.